Predict which catalyst facilitates the given reaction. From a dataset of Catalyst prediction with 721,799 reactions and 888 catalyst types from USPTO. (1) Reactant: [CH3:1][C:2]1([CH3:41])[O:6][C:5]([C:7]2[CH:12]=[CH:11][C:10]([N:13](S(C)(=O)=O)[S:14]([CH3:17])(=[O:16])=[O:15])=[CH:9][CH:8]=2)=[C:4]([C:22]2[CH:27]=[CH:26][C:25]([O:28][CH2:29][C:30]3[CH:39]=[CH:38][C:37]4[C:32](=[CH:33][CH:34]=[CH:35][CH:36]=4)[N:31]=3)=[CH:24][CH:23]=2)[C:3]1=[O:40].O.[OH-].[Na+]. Product: [CH3:1][C:2]1([CH3:41])[O:6][C:5]([C:7]2[CH:12]=[CH:11][C:10]([NH:13][S:14]([CH3:17])(=[O:15])=[O:16])=[CH:9][CH:8]=2)=[C:4]([C:22]2[CH:23]=[CH:24][C:25]([O:28][CH2:29][C:30]3[CH:39]=[CH:38][C:37]4[C:32](=[CH:33][CH:34]=[CH:35][CH:36]=4)[N:31]=3)=[CH:26][CH:27]=2)[C:3]1=[O:40]. The catalyst class is: 1. (2) Reactant: [NH2:1][CH:2]1[CH2:7][CH2:6][CH2:5][CH:4]([C:8]([OH:10])=[O:9])[CH2:3]1.[C:11]([O:15][C:16](O[C:16]([O:15][C:11]([CH3:14])([CH3:13])[CH3:12])=[O:17])=[O:17])([CH3:14])([CH3:13])[CH3:12].Cl. Product: [C:11]([O:15][C:16]([NH:1][CH:2]1[CH2:7][CH2:6][CH2:5][CH:4]([C:8]([OH:10])=[O:9])[CH2:3]1)=[O:17])([CH3:14])([CH3:13])[CH3:12]. The catalyst class is: 758.